Dataset: Reaction yield outcomes from USPTO patents with 853,638 reactions. Task: Predict the reaction yield, written as a fraction of the theoretical maximum amount of product (1.0 means a 100% yield; for example, 0.34 means a 34% yield). (1) The reactants are C([O:3][C:4](=O)/[CH:5]=[CH:6]/[C:7]1[CH:12]=[CH:11][C:10]([C:13]([F:16])([F:15])[F:14])=[CH:9][CH:8]=1)C.[H-].C([Al+]CC(C)C)C(C)C.O.[OH-].[Na+]. The catalyst is C1(C)C=CC=CC=1. The product is [F:14][C:13]([F:15])([F:16])[C:10]1[CH:9]=[CH:8][C:7](/[CH:6]=[CH:5]/[CH2:4][OH:3])=[CH:12][CH:11]=1. The yield is 0.960. (2) The reactants are C[Mg]Br.C([O:6][CH2:7][CH3:8])C.[Br:9][C:10]1[CH:17]=[CH:16][C:13](C=O)=[C:12]([CH3:18])[CH:11]=1.[Cl-].[NH4+]. The catalyst is O1CCCC1. The product is [Br:9][C:10]1[CH:17]=[CH:16][C:13]([CH:7]([OH:6])[CH3:8])=[C:12]([CH3:18])[CH:11]=1. The yield is 0.840. (3) The reactants are [F:1][C:2]1[CH:7]=[C:6]([I:8])[CH:5]=[CH:4][C:3]=1[NH:9][C:10](=[O:37])[C@@H:11]([N:20]1[C:24](=[O:25])[C@@H:23]([C:26]2[CH:31]=[CH:30][C:29]([O:32][CH2:33][CH2:34][OH:35])=[CH:28][CH:27]=2)[NH:22][C:21]1=[O:36])[C@H:12]([C:14]1[CH:19]=[CH:18][CH:17]=[CH:16][CH:15]=1)[CH3:13]. The catalyst is CO. The product is [F:1][C:2]1[CH:7]=[C:6]([I:8])[CH:5]=[CH:4][C:3]=1[NH:9][C:10](=[O:37])[C@@H:11]([N:20]1[C:24](=[O:25])[C@H:23]([C:26]2[CH:27]=[CH:28][C:29]([O:32][CH2:33][CH2:34][OH:35])=[CH:30][CH:31]=2)[NH:22][C:21]1=[O:36])[C@H:12]([C:14]1[CH:19]=[CH:18][CH:17]=[CH:16][CH:15]=1)[CH3:13]. The yield is 0.180. (4) The reactants are C[O:2][C:3]([C@@H:5]1[O:9][C:8](=[O:10])[N:7]([C:11]2[CH:22]=[CH:21][C:14]3[N:15]([CH3:20])[C:16](=[O:19])[CH2:17][O:18][C:13]=3[CH:12]=2)[CH2:6]1)=O.[NH3:23]. The catalyst is CO.CCOCC. The product is [CH3:20][N:15]1[C:14]2[CH:21]=[CH:22][C:11]([N:7]3[CH2:6][C@H:5]([C:3]([NH2:23])=[O:2])[O:9][C:8]3=[O:10])=[CH:12][C:13]=2[O:18][CH2:17][C:16]1=[O:19]. The yield is 0.810. (5) The catalyst is CCO. The reactants are CO[CH:3](OC)[CH2:4][CH:5](OC)OC.Cl.[C:13]([NH:17][NH2:18])([CH3:16])([CH3:15])[CH3:14].Cl.O. The yield is 0.890. The product is [C:13]([N:17]1[CH:5]=[CH:4][CH:3]=[N:18]1)([CH3:16])([CH3:15])[CH3:14]. (6) The reactants are [CH3:1][C:2]1([CH3:12])[O:6][C:5](=[CH:7][C:8](Cl)=[O:9])[C:4](=[O:11])[O:3]1.[C:13]([NH:16][C:17]1[CH:26]=[CH:25][C:20]([CH2:21][NH:22][O:23][CH3:24])=[CH:19][CH:18]=1)(=[O:15])[CH3:14]. No catalyst specified. The product is [C:13]([NH:16][C:17]1[CH:26]=[CH:25][C:20]([CH2:21][N:22]([O:23][CH3:24])[C:8](=[O:9])[CH:7]=[C:5]2[C:4](=[O:11])[O:3][C:2]([CH3:12])([CH3:1])[O:6]2)=[CH:19][CH:18]=1)(=[O:15])[CH3:14]. The yield is 0.920. (7) The reactants are [NH:1]([C:3]1[CH:4]=[C:5]([CH:8]=[CH:9][N:10]=1)[C:6]#[N:7])[NH2:2].CN(C)/[CH:13]=[CH:14]/[C:15]([C:17]1[CH:22]=[CH:21][CH:20]=[CH:19][CH:18]=1)=O. The catalyst is C(O)C.CC(O)=O. The product is [C:17]1([C:15]2[N:1]([C:3]3[CH:4]=[C:5]([CH:8]=[CH:9][N:10]=3)[C:6]#[N:7])[N:2]=[CH:13][CH:14]=2)[CH:22]=[CH:21][CH:20]=[CH:19][CH:18]=1. The yield is 0.810.